From a dataset of Forward reaction prediction with 1.9M reactions from USPTO patents (1976-2016). Predict the product of the given reaction. Given the reactants Cl.[CH3:2][O:3][C:4](=[O:18])[C:5]1[CH:10]=[CH:9][CH:8]=[C:7]([O:11][CH:12]2[CH2:17][CH2:16][NH:15][CH2:14][CH2:13]2)[CH:6]=1.F[C:20]1[N:25]=[CH:24][C:23]([C:26]2[NH:30][C:29]3[CH:31]=[CH:32][C:33]([C:35]([F:38])([F:37])[F:36])=[CH:34][C:28]=3[N:27]=2)=[CH:22][CH:21]=1.C(=O)([O-])[O-].[Cs+].[Cs+], predict the reaction product. The product is: [F:37][C:35]([F:36])([F:38])[C:33]1[CH:32]=[CH:31][C:29]2[NH:30][C:26]([C:23]3[CH:22]=[CH:21][C:20]([N:15]4[CH2:16][CH2:17][CH:12]([O:11][C:7]5[CH:6]=[C:5]([CH:10]=[CH:9][CH:8]=5)[C:4]([O:3][CH3:2])=[O:18])[CH2:13][CH2:14]4)=[N:25][CH:24]=3)=[N:27][C:28]=2[CH:34]=1.